This data is from TCR-epitope binding with 47,182 pairs between 192 epitopes and 23,139 TCRs. The task is: Binary Classification. Given a T-cell receptor sequence (or CDR3 region) and an epitope sequence, predict whether binding occurs between them. (1) Result: 1 (the TCR binds to the epitope). The epitope is ILHCANFNV. The TCR CDR3 sequence is CASSLQGTAGSPQHF. (2) The epitope is WICLLQFAY. The TCR CDR3 sequence is CASSQSDRAGNEQFF. Result: 0 (the TCR does not bind to the epitope).